This data is from Full USPTO retrosynthesis dataset with 1.9M reactions from patents (1976-2016). The task is: Predict the reactants needed to synthesize the given product. Given the product [NH4+:5].[OH-:1].[Cl:30][C:25]1[CH:24]=[C:23]([NH:22][C:21]([NH:20][C:15]2[N:14]=[C:13]([O:1][CH:2]3[CH2:7][CH2:6][N:5]([CH2:8][CH3:9])[CH2:4][CH2:3]3)[CH:18]=[C:17]([CH3:19])[N:16]=2)=[NH:31])[CH:28]=[CH:27][C:26]=1[Cl:29], predict the reactants needed to synthesize it. The reactants are: [OH:1][CH:2]1[CH2:7][CH2:6][N:5]([CH2:8][CH3:9])[CH2:4][CH2:3]1.[H-].[Na+].Cl[C:13]1[CH:18]=[C:17]([CH3:19])[N:16]=[C:15]([NH:20][C:21](=[NH:31])[NH:22][C:23]2[CH:28]=[CH:27][C:26]([Cl:29])=[C:25]([Cl:30])[CH:24]=2)[N:14]=1.